From a dataset of NCI-60 drug combinations with 297,098 pairs across 59 cell lines. Regression. Given two drug SMILES strings and cell line genomic features, predict the synergy score measuring deviation from expected non-interaction effect. (1) Drug 1: CC(C)(C#N)C1=CC(=CC(=C1)CN2C=NC=N2)C(C)(C)C#N. Drug 2: CN(CCCl)CCCl.Cl. Cell line: SNB-75. Synergy scores: CSS=8.13, Synergy_ZIP=-4.49, Synergy_Bliss=-4.76, Synergy_Loewe=-3.20, Synergy_HSA=-2.24. (2) Drug 1: C1CCC(C1)C(CC#N)N2C=C(C=N2)C3=C4C=CNC4=NC=N3. Drug 2: CCC1=CC2CC(C3=C(CN(C2)C1)C4=CC=CC=C4N3)(C5=C(C=C6C(=C5)C78CCN9C7C(C=CC9)(C(C(C8N6C)(C(=O)OC)O)OC(=O)C)CC)OC)C(=O)OC.C(C(C(=O)O)O)(C(=O)O)O. Cell line: PC-3. Synergy scores: CSS=53.0, Synergy_ZIP=15.8, Synergy_Bliss=14.3, Synergy_Loewe=-31.8, Synergy_HSA=13.1.